This data is from Catalyst prediction with 721,799 reactions and 888 catalyst types from USPTO. The task is: Predict which catalyst facilitates the given reaction. (1) Reactant: [C:1](Cl)(=[O:7])[CH2:2][CH2:3][CH2:4][CH2:5][CH3:6].[CH2:9]([O:11][C@@H:12]([CH2:17][C:18]1[CH:23]=[CH:22][C:21]([C:24]2[CH:28]=[C:27]([CH2:29][NH:30][CH3:31])[S:26][CH:25]=2)=[CH:20][CH:19]=1)[C:13]([O:15][CH3:16])=[O:14])[CH3:10].C(N(CC)CC)C. Product: [CH2:9]([O:11][C@@H:12]([CH2:17][C:18]1[CH:23]=[CH:22][C:21]([C:24]2[CH:28]=[C:27]([CH2:29][N:30]([C:1](=[O:7])[CH2:2][CH2:3][CH2:4][CH2:5][CH3:6])[CH3:31])[S:26][CH:25]=2)=[CH:20][CH:19]=1)[C:13]([O:15][CH3:16])=[O:14])[CH3:10]. The catalyst class is: 7. (2) Reactant: [N-:1]=[N+:2]=[N-:3].[Na+:4].[CH2:5]1[CH2:11][S:8](=[O:10])(=[O:9])[O:7][CH2:6]1. Product: [N:1]([CH2:6][CH2:5][CH2:11][S:8]([O-:10])(=[O:9])=[O:7])=[N+:2]=[N-:3].[Na+:4]. The catalyst class is: 10. (3) Reactant: [C:1]([C:4]1[CH:11]=[CH:10][C:7]([CH:8]=[O:9])=[CH:6][CH:5]=1)([OH:3])=[O:2].[O:12]=[O+][O-]. Product: [C:8]([OH:12])(=[O:9])[C:7]1[CH:10]=[CH:11][C:4]([C:1]([OH:3])=[O:2])=[CH:5][CH:6]=1. The catalyst class is: 47. (4) Reactant: [CH3:1][C:2]1[O:6][C:5]([N:7]2[CH2:12][CH2:11][CH:10]([NH2:13])[CH2:9][CH2:8]2)=[N:4][N:3]=1.Cl[C:15]1[N:20]=[C:19]([C:21]([OH:24])([CH3:23])[CH3:22])[CH:18]=[C:17]([C:25]2[CH:30]=[CH:29][C:28]([C:31]([F:34])([F:33])[F:32])=[CH:27][CH:26]=2)[N:16]=1.C(N(CC)C(C)C)(C)C. The catalyst class is: 38. Product: [CH3:1][C:2]1[O:6][C:5]([N:7]2[CH2:8][CH2:9][CH:10]([NH:13][C:15]3[N:20]=[C:19]([C:21]([OH:24])([CH3:23])[CH3:22])[CH:18]=[C:17]([C:25]4[CH:30]=[CH:29][C:28]([C:31]([F:34])([F:32])[F:33])=[CH:27][CH:26]=4)[N:16]=3)[CH2:11][CH2:12]2)=[N:4][N:3]=1. (5) Reactant: [OH-].[K+].[CH3:3][C:4]([CH3:26])=[CH:5][CH2:6][O:7][C:8]1[CH:9]=[CH:10][C:11]2[C:12](=[O:25])[C:13]3[C:18]([O:19][C:20]=2[C:21]=1[C:22](=[O:24])[CH3:23])=[CH:17][CH:16]=[CH:15][CH:14]=3.[CH3:27][O:28][C:29]1[CH:30]=[C:31]([CH:34]=[CH:35][CH:36]=1)[CH:32]=O. Product: [CH3:3][C:4]([CH3:26])=[CH:5][CH2:6][O:7][C:8]1[CH:9]=[CH:10][C:11]2[C:12](=[O:25])[C:13]3[C:18]([O:19][C:20]=2[C:21]=1[C:22](=[O:24])[CH:23]=[CH:32][C:31]1[CH:34]=[CH:35][CH:36]=[C:29]([O:28][CH3:27])[CH:30]=1)=[CH:17][CH:16]=[CH:15][CH:14]=3. The catalyst class is: 40. (6) Reactant: Br[C:2]1[C:6](OC)([CH3:7])[CH2:5][CH2:4][C:3]=1[CH3:10].[CH2:11]([Li])[CH2:12][CH2:13][CH3:14].[Si:16]([CH3:20])([CH3:19])(Cl)Cl.O.[CH2:22](OCC)C. Product: [CH3:10][C:3]1[CH2:4][CH:5]=[C:6]([CH3:7])[C:2]=1[Si:16]([C:14]1[CH:22]=[CH:11][CH2:12][CH:13]=1)([CH3:20])[CH3:19]. The catalyst class is: 413.